The task is: Predict the reaction yield, written as a fraction of the theoretical maximum amount of product (1.0 means a 100% yield; for example, 0.34 means a 34% yield).. This data is from Reaction yield outcomes from USPTO patents with 853,638 reactions. (1) The reactants are Cl[C:2]1[CH:7]=[C:6]([CH3:8])[C:5]([C:9](=[O:11])[CH3:10])=[C:4]([CH3:12])[CH:3]=1.[O-]P([O-])([O-])=O.[K+].[K+].[K+].[C:21]1([OH:27])[CH:26]=[CH:25][CH:24]=[CH:23][CH:22]=1.C(P(C(C)(C)C)C1C=CC=CC=1C1C=CC=CC=1)(C)(C)C. The catalyst is C1(C)C=CC=CC=1.CC([O-])=O.CC([O-])=O.[Pd+2]. The product is [CH3:8][C:6]1[CH:7]=[C:2]([O:27][C:21]2[CH:26]=[CH:25][CH:24]=[CH:23][CH:22]=2)[CH:3]=[C:4]([CH3:12])[C:5]=1[C:9](=[O:11])[CH3:10]. The yield is 0.680. (2) The reactants are C(N(CC)CC)C.[CH3:8][O:9][C:10]1[CH:11]=[C:12]([OH:20])[C:13](=[CH:18][CH:19]=1)[C:14]([O:16][CH3:17])=[O:15].[F:21][C:22]([F:35])([F:34])[S:23](O[S:23]([C:22]([F:35])([F:34])[F:21])(=[O:25])=[O:24])(=[O:25])=[O:24]. The catalyst is ClCCl. The product is [CH3:8][O:9][C:10]1[CH:19]=[CH:18][C:13]([C:14]([O:16][CH3:17])=[O:15])=[C:12]([O:20][S:23]([C:22]([F:35])([F:34])[F:21])(=[O:25])=[O:24])[CH:11]=1. The yield is 0.760. (3) The reactants are C(N1C=CN=C1)(N1C=CN=C1)=O.[C:13]([NH:21][C:22]([NH:24][C:25]1([C:42]2[CH:47]=[C:46]([Br:48])[CH:45]=[CH:44][C:43]=2[F:49])[CH:29]([CH2:30]O)[CH2:28][N:27]([C:32]([O:34][CH2:35][C:36]2[CH:41]=[CH:40][CH:39]=[CH:38][CH:37]=2)=[O:33])[CH2:26]1)=[S:23])(=[O:20])[C:14]1[CH:19]=[CH:18][CH:17]=[CH:16][CH:15]=1. The catalyst is O1CCCC1.O. The product is [C:13]([NH:21][C:22]1[S:23][CH2:30][CH:29]2[CH2:28][N:27]([C:32]([O:34][CH2:35][C:36]3[CH:37]=[CH:38][CH:39]=[CH:40][CH:41]=3)=[O:33])[CH2:26][C:25]2([C:42]2[CH:47]=[C:46]([Br:48])[CH:45]=[CH:44][C:43]=2[F:49])[N:24]=1)(=[O:20])[C:14]1[CH:15]=[CH:16][CH:17]=[CH:18][CH:19]=1. The yield is 0.580. (4) The reactants are F[C:2](F)(F)[C:3]([OH:5])=[O:4].[CH2:8]([O:10][C:11](=[O:40])[C@H:12]([CH:19](COC(=O)C)[C:20]1[CH:25]=[CH:24][C:23]([NH:26]C(OC(C)(C)C)=O)=[C:22]([CH3:34])[CH:21]=1)[CH2:13][C:14]([O:16][CH2:17][CH3:18])=[O:15])[CH3:9].Cl[CH2:42]Cl. No catalyst specified. The product is [CH2:8]([O:10][C:11](=[O:40])[C@@H:12]([CH2:19][C:20]1[CH:25]=[CH:24][C:23]([NH2:26])=[C:22]([CH3:34])[C:21]=1[CH2:42][O:5][C:3](=[O:4])[CH3:2])[CH2:13][C:14]([O:16][CH2:17][CH3:18])=[O:15])[CH3:9]. The yield is 0.990. (5) The reactants are [CH3:1][S:2](Cl)(=[O:4])=[O:3].[OH:6][CH2:7][C@@H:8]1[CH2:12][CH2:11][CH2:10][N:9]1[C:13]([O:15][C:16]([CH3:19])([CH3:18])[CH3:17])=[O:14].C(OCC)(=O)C. The catalyst is CN(C)C1C=CN=CC=1.ClCCl. The product is [CH3:1][S:2]([O:6][CH2:7][C@@H:8]1[CH2:12][CH2:11][CH2:10][N:9]1[C:13]([O:15][C:16]([CH3:19])([CH3:18])[CH3:17])=[O:14])(=[O:4])=[O:3]. The yield is 0.940. (6) The reactants are C([O:3][C:4](=[O:25])[C:5]1[C:17]([F:18])=[C:16]([N:19]([S:21]([CH3:24])(=[O:23])=[O:22])[CH3:20])[CH:15]=[C:7]([C:8]([N:10]([CH3:14])[CH2:11][CH2:12][CH3:13])=[O:9])[CH:6]=1)C.[OH-].[Na+].Cl. The catalyst is C1COCC1. The product is [F:18][C:17]1[C:5]([C:4]([OH:25])=[O:3])=[CH:6][C:7]([C:8]([N:10]([CH3:14])[CH2:11][CH2:12][CH3:13])=[O:9])=[CH:15][C:16]=1[N:19]([S:21]([CH3:24])(=[O:23])=[O:22])[CH3:20]. The yield is 0.930. (7) The reactants are [CH:1]1([CH2:6][CH:7]([N:11]2[C:16](=[O:17])[CH:15]=[C:14]([O:18][C:19]3[CH:24]=[CH:23][CH:22]=[CH:21][C:20]=3[N:25]3[CH2:30][CH2:29][CH2:28][CH2:27][CH2:26]3)[CH:13]=[N:12]2)[C:8]([OH:10])=O)[CH2:5][CH2:4][CH2:3][CH2:2]1.[NH2:31][C:32]1[CH:36]=[CH:35][N:34]([CH2:37][C:38]([CH3:41])([OH:40])[CH3:39])[N:33]=1. No catalyst specified. The product is [CH:1]1([CH2:6][CH:7]([N:11]2[C:16](=[O:17])[CH:15]=[C:14]([O:18][C:19]3[CH:24]=[CH:23][CH:22]=[CH:21][C:20]=3[N:25]3[CH2:30][CH2:29][CH2:28][CH2:27][CH2:26]3)[CH:13]=[N:12]2)[C:8]([NH:31][C:32]2[CH:36]=[CH:35][N:34]([CH2:37][C:38]([OH:40])([CH3:39])[CH3:41])[N:33]=2)=[O:10])[CH2:5][CH2:4][CH2:3][CH2:2]1. The yield is 0.550.